From a dataset of Forward reaction prediction with 1.9M reactions from USPTO patents (1976-2016). Predict the product of the given reaction. (1) Given the reactants [CH2:1]([NH:8][S:9]([C:12]1[C:17]([Cl:18])=[CH:16][CH:15]=[C:14]([NH2:19])[C:13]=1[OH:20])(=[O:11])=[O:10])[C:2]1[CH:7]=[CH:6][CH:5]=[CH:4][CH:3]=1.[Br:21][C:22]1[CH:27]=[CH:26][CH:25]=[CH:24][C:23]=1[N:28]=[C:29]=[O:30], predict the reaction product. The product is: [CH2:1]([NH:8][S:9]([C:12]1[C:13]([OH:20])=[C:14]([NH:19][C:29]([NH:28][C:23]2[CH:24]=[CH:25][CH:26]=[CH:27][C:22]=2[Br:21])=[O:30])[CH:15]=[CH:16][C:17]=1[Cl:18])(=[O:11])=[O:10])[C:2]1[CH:7]=[CH:6][CH:5]=[CH:4][CH:3]=1. (2) Given the reactants [OH:1][CH2:2][C@H:3]1[CH2:8][CH2:7][CH2:6][N:5]([C:9]([O:11][C:12]([CH3:15])([CH3:14])[CH3:13])=[O:10])[CH2:4]1.C(N(CC)CC)C.[Cl-].[NH4+], predict the reaction product. The product is: [CH:2]([C@H:3]1[CH2:8][CH2:7][CH2:6][N:5]([C:9]([O:11][C:12]([CH3:15])([CH3:14])[CH3:13])=[O:10])[CH2:4]1)=[O:1].